This data is from NCI-60 drug combinations with 297,098 pairs across 59 cell lines. The task is: Regression. Given two drug SMILES strings and cell line genomic features, predict the synergy score measuring deviation from expected non-interaction effect. (1) Drug 1: CC1=CC=C(C=C1)C2=CC(=NN2C3=CC=C(C=C3)S(=O)(=O)N)C(F)(F)F. Drug 2: N.N.Cl[Pt+2]Cl. Cell line: UACC62. Synergy scores: CSS=49.6, Synergy_ZIP=-1.39, Synergy_Bliss=-5.22, Synergy_Loewe=-16.3, Synergy_HSA=-7.58. (2) Drug 1: CC1=C2C(C(=O)C3(C(CC4C(C3C(C(C2(C)C)(CC1OC(=O)C(C(C5=CC=CC=C5)NC(=O)OC(C)(C)C)O)O)OC(=O)C6=CC=CC=C6)(CO4)OC(=O)C)OC)C)OC. Drug 2: C1CCC(CC1)NC(=O)N(CCCl)N=O. Cell line: SK-MEL-28. Synergy scores: CSS=53.5, Synergy_ZIP=2.16, Synergy_Bliss=5.40, Synergy_Loewe=3.60, Synergy_HSA=8.47. (3) Drug 1: C1CN(P(=O)(OC1)NCCCl)CCCl. Drug 2: CC1CCCC2(C(O2)CC(NC(=O)CC(C(C(=O)C(C1O)C)(C)C)O)C(=CC3=CSC(=N3)C)C)C. Cell line: HOP-92. Synergy scores: CSS=28.1, Synergy_ZIP=0.675, Synergy_Bliss=0.635, Synergy_Loewe=-9.01, Synergy_HSA=-0.491. (4) Drug 1: CN(C)N=NC1=C(NC=N1)C(=O)N. Drug 2: C1=CC(=CC=C1CC(C(=O)O)N)N(CCCl)CCCl.Cl. Cell line: NCIH23. Synergy scores: CSS=23.3, Synergy_ZIP=-5.29, Synergy_Bliss=1.21, Synergy_Loewe=-5.81, Synergy_HSA=0.240. (5) Drug 1: CCC1(CC2CC(C3=C(CCN(C2)C1)C4=CC=CC=C4N3)(C5=C(C=C6C(=C5)C78CCN9C7C(C=CC9)(C(C(C8N6C)(C(=O)OC)O)OC(=O)C)CC)OC)C(=O)OC)O.OS(=O)(=O)O. Drug 2: CC12CCC3C(C1CCC2OP(=O)(O)O)CCC4=C3C=CC(=C4)OC(=O)N(CCCl)CCCl.[Na+]. Cell line: SW-620. Synergy scores: CSS=5.42, Synergy_ZIP=0.249, Synergy_Bliss=2.71, Synergy_Loewe=0.0747, Synergy_HSA=1.13. (6) Drug 1: C1=CC(=CC=C1CCC2=CNC3=C2C(=O)NC(=N3)N)C(=O)NC(CCC(=O)O)C(=O)O. Drug 2: CC=C1C(=O)NC(C(=O)OC2CC(=O)NC(C(=O)NC(CSSCCC=C2)C(=O)N1)C(C)C)C(C)C. Cell line: HS 578T. Synergy scores: CSS=69.3, Synergy_ZIP=-0.902, Synergy_Bliss=-2.82, Synergy_Loewe=-32.5, Synergy_HSA=0.426. (7) Drug 1: COC1=NC(=NC2=C1N=CN2C3C(C(C(O3)CO)O)O)N. Drug 2: CC(C)CN1C=NC2=C1C3=CC=CC=C3N=C2N. Cell line: OVCAR-8. Synergy scores: CSS=-1.04, Synergy_ZIP=-0.425, Synergy_Bliss=-1.65, Synergy_Loewe=-3.57, Synergy_HSA=-2.48. (8) Drug 1: C1CC(C1)(C(=O)O)C(=O)O.[NH2-].[NH2-].[Pt+2]. Drug 2: COC1=NC(=NC2=C1N=CN2C3C(C(C(O3)CO)O)O)N. Cell line: M14. Synergy scores: CSS=-1.06, Synergy_ZIP=3.31, Synergy_Bliss=6.73, Synergy_Loewe=1.61, Synergy_HSA=1.56. (9) Drug 1: CC12CCC3C(C1CCC2=O)CC(=C)C4=CC(=O)C=CC34C. Synergy scores: CSS=46.9, Synergy_ZIP=-5.00, Synergy_Bliss=-5.38, Synergy_Loewe=-14.1, Synergy_HSA=-2.47. Drug 2: CC1=C2C(C(=O)C3(C(CC4C(C3C(C(C2(C)C)(CC1OC(=O)C(C(C5=CC=CC=C5)NC(=O)C6=CC=CC=C6)O)O)OC(=O)C7=CC=CC=C7)(CO4)OC(=O)C)O)C)OC(=O)C. Cell line: LOX IMVI. (10) Drug 1: C1=NC2=C(N1)C(=S)N=C(N2)N. Drug 2: CC1=C(N=C(N=C1N)C(CC(=O)N)NCC(C(=O)N)N)C(=O)NC(C(C2=CN=CN2)OC3C(C(C(C(O3)CO)O)O)OC4C(C(C(C(O4)CO)O)OC(=O)N)O)C(=O)NC(C)C(C(C)C(=O)NC(C(C)O)C(=O)NCCC5=NC(=CS5)C6=NC(=CS6)C(=O)NCCC[S+](C)C)O. Cell line: NCI-H322M. Synergy scores: CSS=24.7, Synergy_ZIP=-3.66, Synergy_Bliss=-0.823, Synergy_Loewe=-1.37, Synergy_HSA=-1.07.